This data is from Reaction yield outcomes from USPTO patents with 853,638 reactions. The task is: Predict the reaction yield, written as a fraction of the theoretical maximum amount of product (1.0 means a 100% yield; for example, 0.34 means a 34% yield). (1) The reactants are C[N:2](C)[CH:3]=[C:4]([C:9]1[CH:18]=[CH:17][C:12]([C:13]([O:15][CH3:16])=[O:14])=[CH:11][CH:10]=1)[C:5](OC)=[O:6].Cl.NN.C([N:25](CC)CC)C. The catalyst is C(O)C. The product is [O:6]=[C:5]1[NH:25][NH:2][CH:3]=[C:4]1[C:9]1[CH:18]=[CH:17][C:12]([C:13]([O:15][CH3:16])=[O:14])=[CH:11][CH:10]=1. The yield is 0.780. (2) The reactants are [Cl:1][C:2]1[CH:7]=[CH:6][C:5]([C@H:8]([C:21]([N:23]2[CH2:28][CH2:27][N:26]([C:29]3[C:30]4[C@H:37]([CH3:38])[S:36][CH2:35][C:31]=4[N:32]=[CH:33][N:34]=3)[CH2:25][CH2:24]2)=[O:22])[CH2:9][N:10]([CH:18]([CH3:20])[CH3:19])C(=O)OC(C)(C)C)=[CH:4][CH:3]=1.[ClH:39]. The catalyst is C(Cl)Cl. The product is [ClH:1].[ClH:39].[Cl:1][C:2]1[CH:7]=[CH:6][C:5]([C@@H:8]([CH2:9][NH:10][CH:18]([CH3:20])[CH3:19])[C:21]([N:23]2[CH2:28][CH2:27][N:26]([C:29]3[C:30]4[C@H:37]([CH3:38])[S:36][CH2:35][C:31]=4[N:32]=[CH:33][N:34]=3)[CH2:25][CH2:24]2)=[O:22])=[CH:4][CH:3]=1. The yield is 1.00. (3) The reactants are [ClH:1].O1CCOCC1.[CH3:8][C:9]1[CH:10]=[CH:11][C:12]2[O:16][C:15]([N:17]3[CH2:22][CH2:21][N:20](C(OC(C)(C)C)=O)[CH2:19][CH:18]3[CH2:30][O:31][C:32]3[CH:33]=[N:34][CH:35]=[CH:36][CH:37]=3)=[N:14][C:13]=2[CH:38]=1. The catalyst is CO. The product is [ClH:1].[CH3:8][C:9]1[CH:10]=[CH:11][C:12]2[O:16][C:15]([N:17]3[CH2:22][CH2:21][NH:20][CH2:19][CH:18]3[CH2:30][O:31][C:32]3[CH:33]=[N:34][CH:35]=[CH:36][CH:37]=3)=[N:14][C:13]=2[CH:38]=1. The yield is 0.340. (4) The reactants are [Cl:1][C:2]1[CH:7]=[CH:6][CH:5]=[CH:4][C:3]=1[NH:8][C:9]1[C:18]2[CH:19]=[CH:20][S:21][C:17]=2[C:16]2[C:11](=[C:12]([C:22]([OH:24])=O)[CH:13]=[CH:14][CH:15]=2)[N:10]=1.[Cl-].[NH4+].C1C=CC2N(O)N=[N:33]C=2C=1.CCN(C(C)C)C(C)C.CCN=C=NCCCN(C)C. The catalyst is CN1C(=O)CCC1.O. The product is [Cl:1][C:2]1[CH:7]=[CH:6][CH:5]=[CH:4][C:3]=1[NH:8][C:9]1[C:18]2[CH:19]=[CH:20][S:21][C:17]=2[C:16]2[C:11](=[C:12]([C:22]([NH2:33])=[O:24])[CH:13]=[CH:14][CH:15]=2)[N:10]=1. The yield is 0.640.